Dataset: Full USPTO retrosynthesis dataset with 1.9M reactions from patents (1976-2016). Task: Predict the reactants needed to synthesize the given product. (1) Given the product [CH2:1]([N:3]1[C:9](=[O:10])[CH2:8][C:7](=[O:12])[NH:6][C:4]1=[O:5])[CH3:2], predict the reactants needed to synthesize it. The reactants are: [CH2:1]([NH:3][C:4]([NH2:6])=[O:5])[CH3:2].[C:7](O)(=[O:12])[CH2:8][C:9](O)=[O:10].C(OC(=O)C)(=O)C. (2) Given the product [OH:8]/[N:9]=[C:10]1\[CH2:11][CH2:12][C:13]2[C:18]\1=[CH:17][CH:16]=[C:15]([NH:19][C:20]1[C:28]3[C:23](=[CH:24][N:25]=[CH:26][CH:27]=3)[S:22][C:21]=1[C:29](=[O:33])[CH2:30][CH2:31][CH3:32])[CH:14]=2, predict the reactants needed to synthesize it. The reactants are: [Si]([O:8]/[N:9]=[C:10]1\[CH2:11][CH2:12][C:13]2[C:18]\1=[CH:17][CH:16]=[C:15]([NH:19][C:20]1[C:28]3[C:23](=[CH:24][N:25]=[CH:26][CH:27]=3)[S:22][C:21]=1[C:29](=[O:33])[CH2:30][CH2:31][CH3:32])[CH:14]=2)(C(C)(C)C)(C)C.CCCC[N+](CCCC)(CCCC)CCCC.[F-]. (3) Given the product [Cl:5][C:6]1[CH:7]=[C:8]([C:13]([OH:18])([CH:1]=[CH2:2])[C:14]([F:15])([F:16])[F:17])[CH:9]=[C:10]([Cl:12])[CH:11]=1, predict the reactants needed to synthesize it. The reactants are: [CH:1]([Mg]Br)=[CH2:2].[Cl:5][C:6]1[CH:7]=[C:8]([C:13](=[O:18])[C:14]([F:17])([F:16])[F:15])[CH:9]=[C:10]([Cl:12])[CH:11]=1. (4) Given the product [NH2:9][C:3]1[N:4]=[CH:5][N:6]=[C:7]([NH:10][C@@H:11]2[CH2:16][CH2:15][CH2:14][C@@H:13]([NH:17][C:18](=[O:24])[CH:41]=[CH2:42])[CH2:12]2)[C:2]=1[C:29]1[CH:30]=[CH:31][C:26]([O:25][C:32]2[CH:37]=[CH:36][CH:35]=[CH:34][CH:33]=2)=[CH:27][CH:28]=1, predict the reactants needed to synthesize it. The reactants are: Cl[C:2]1[C:3]([NH2:9])=[N:4][CH:5]=[N:6][C:7]=1Cl.[NH2:10][C@H:11]1[CH2:16][CH2:15][CH2:14][C@H:13]([NH:17][C:18](=[O:24])OC(C)(C)C)[CH2:12]1.[O:25]([C:32]1[CH:37]=[CH:36][C:35](B(O)O)=[CH:34][CH:33]=1)[C:26]1[CH:31]=[CH:30][CH:29]=[CH:28][CH:27]=1.[C:41](Cl)(=O)[CH:42]=C. (5) Given the product [OH:8][C:9]1[CH:14]=[CH:13][C:12]([C:15]([C:17]2[C:18]([C:23]([F:24])([F:25])[F:26])=[N:19][CH:20]=[CH:21][CH:22]=2)=[O:16])=[CH:11][C:10]=1[O:27][CH3:28], predict the reactants needed to synthesize it. The reactants are: C([O:8][C:9]1[CH:14]=[CH:13][C:12]([C:15]([C:17]2[C:18]([C:23]([F:26])([F:25])[F:24])=[N:19][CH:20]=[CH:21][CH:22]=2)=[O:16])=[CH:11][C:10]=1[O:27][CH3:28])C1C=CC=CC=1.Br.C(O)(=O)C. (6) Given the product [C:35]([C:37]1[CH:38]=[C:39]([C:14]2[CH:15]=[C:10]([CH:5]([CH2:6][CH:7]([CH3:9])[CH3:8])[C:4]([OH:34])=[O:3])[CH:11]=[C:12]([C:24]3[CH:25]=[CH:26][C:27]([C:30]([F:31])([F:32])[F:33])=[CH:28][CH:29]=3)[CH:13]=2)[CH:40]=[CH:41][C:42]=1[F:43])#[N:36], predict the reactants needed to synthesize it. The reactants are: C([O:3][C:4](=[O:34])[CH:5]([C:10]1[CH:11]=[C:12]([C:24]2[CH:29]=[CH:28][C:27]([C:30]([F:33])([F:32])[F:31])=[CH:26][CH:25]=2)[CH:13]=[C:14](OS(C(F)(F)F)(=O)=O)[CH:15]=1)[CH2:6][CH:7]([CH3:9])[CH3:8])C.[C:35]([C:37]1[CH:38]=[C:39](B(O)O)[CH:40]=[CH:41][C:42]=1[F:43])#[N:36]. (7) Given the product [CH:18]([S:20][C:2]1[CH:7]=[CH:6][C:5]([N+:8]([O-:10])=[O:9])=[CH:4][CH:3]=1)([CH3:19])[CH3:17], predict the reactants needed to synthesize it. The reactants are: F[C:2]1[CH:7]=[CH:6][C:5]([N+:8]([O-:10])=[O:9])=[CH:4][CH:3]=1.C([O-])([O-])=O.[Cs+].[Cs+].[CH3:17][CH:18]([SH:20])[CH3:19]. (8) Given the product [CH3:1][O:2][N:3]1[CH2:8][CH2:7][CH:6]([OH:9])[CH2:5][CH2:4]1, predict the reactants needed to synthesize it. The reactants are: [CH3:1][O:2][N:3]1[CH2:8][CH2:7][C:6](=[O:9])[CH2:5][CH2:4]1.[BH4-].[Na+]. (9) Given the product [CH3:22][CH:21]([O:14][C@H:12]([CH3:13])[CH2:11][O:10][CH2:3][C:4]1[CH:9]=[CH:8][CH:7]=[CH:6][CH:5]=1)[C:20]#[CH:23], predict the reactants needed to synthesize it. The reactants are: [H-].[Na+].[CH2:3]([O:10][CH2:11][C@H:12]([OH:14])[CH3:13])[C:4]1[CH:9]=[CH:8][CH:7]=[CH:6][CH:5]=1.CS(O[CH:20]([CH3:23])[C:21]#[CH:22])(=O)=O.